From a dataset of Full USPTO retrosynthesis dataset with 1.9M reactions from patents (1976-2016). Predict the reactants needed to synthesize the given product. (1) Given the product [CH2:46]([O:45][CH2:44][C:43]1[N:39]([C:34]2[N:33]=[C:32]([N:2]3[CH2:4][CH2:5][CH2:10][CH2:11][CH2:3]3)[C:37]([CH3:38])=[CH:36][N:35]=2)[N:40]=[CH:41][C:42]=1[C:48]([NH:50][CH2:51][C:52]1[N:56]([CH3:57])[CH:55]=[N:54][CH:53]=1)=[O:49])[CH3:47], predict the reactants needed to synthesize it. The reactants are: C[N:2](/[CH:4]=[C:5](/[C:10](=O)[CH2:11]OCC)\C(OC)=O)[CH3:3].CN(/C=C(/C(=O)CCCC)\C(OC)=O)C.Cl[C:32]1[C:37]([CH3:38])=[CH:36][N:35]=[C:34]([N:39]2[C:43]([CH2:44][O:45][CH2:46][CH3:47])=[C:42]([C:48]([NH:50][CH2:51][C:52]3[N:56]([CH3:57])[CH:55]=[N:54][CH:53]=3)=[O:49])[CH:41]=[N:40]2)[N:33]=1. (2) Given the product [NH2:8][CH2:7][C:9]1[CH:18]=[CH:17][C:16]([F:19])=[CH:15][C:10]=1[CH2:11][OH:12], predict the reactants needed to synthesize it. The reactants are: [H-].[Al+3].[Li+].[H-].[H-].[H-].[C:7]([C:9]1[CH:18]=[CH:17][C:16]([F:19])=[CH:15][C:10]=1[C:11](OC)=[O:12])#[N:8]. (3) Given the product [Cl:1][C:2]1[CH:7]=[CH:6][C:5]([C@H:8]2[N:15]3[C:11]([S:12][C:13]([C:19]([N:34]4[CH2:35][CH2:36][N:31]([CH3:30])[CH2:32][CH2:33]4)=[O:21])=[C:14]3[CH:16]([CH3:18])[CH3:17])=[N:10][C@:9]2([C:23]2[CH:28]=[CH:27][C:26]([Cl:29])=[CH:25][CH:24]=2)[CH3:22])=[CH:4][CH:3]=1, predict the reactants needed to synthesize it. The reactants are: [Cl:1][C:2]1[CH:7]=[CH:6][C:5]([C@H:8]2[N:15]3[C:11]([S:12][C:13]([C:19]([OH:21])=O)=[C:14]3[CH:16]([CH3:18])[CH3:17])=[N:10][C@:9]2([C:23]2[CH:28]=[CH:27][C:26]([Cl:29])=[CH:25][CH:24]=2)[CH3:22])=[CH:4][CH:3]=1.[CH3:30][N:31]1[CH2:36][CH2:35][NH:34][CH2:33][CH2:32]1. (4) Given the product [Cl:1][C:2]1[N:7]=[C:6]([CH2:8][Cl:9])[CH:5]=[CH:4][N:3]=1, predict the reactants needed to synthesize it. The reactants are: [Cl:1][C:2]1[N:7]=[C:6]([CH3:8])[CH:5]=[CH:4][N:3]=1.[Cl:9]N1C(=O)CCC1=O.C(OOC(=O)C1C=CC=CC=1)(=O)C1C=CC=CC=1. (5) The reactants are: Cl[C:2]1[N:3]=[C:4]([S:13][CH3:14])[N:5]=[N:6][C:7]=1[C:8]([O:10]CC)=O.Cl.[CH:16]1([N:21]2[CH2:26][CH2:25][CH:24]([C:27]3[CH:33]=[CH:32][C:30]([NH2:31])=[CH:29][CH:28]=3)[CH2:23][CH2:22]2)[CH2:20][CH2:19][CH2:18][CH2:17]1.CC[N:36](C(C)C)C(C)C.N. Given the product [CH:16]1([N:21]2[CH2:26][CH2:25][CH:24]([C:27]3[CH:28]=[CH:29][C:30]([NH:31][C:2]4[N:3]=[C:4]([S:13][CH3:14])[N:5]=[N:6][C:7]=4[C:8]([NH2:36])=[O:10])=[CH:32][CH:33]=3)[CH2:23][CH2:22]2)[CH2:17][CH2:18][CH2:19][CH2:20]1, predict the reactants needed to synthesize it.